This data is from Catalyst prediction with 721,799 reactions and 888 catalyst types from USPTO. The task is: Predict which catalyst facilitates the given reaction. (1) Reactant: [Br:1][C:2]1[CH:3]=[C:4]([C:16]([OH:18])=O)[C:5]2[CH:6]=[N:7][N:8]([CH:11]3[CH2:15][CH2:14][CH2:13][CH2:12]3)[C:9]=2[CH:10]=1.Cl.[NH2:20][CH2:21][C:22]1[C:23](=[O:30])[NH:24][C:25]([CH3:29])=[CH:26][C:27]=1[CH3:28].Cl.CN(C)CCCN=C=NCC.O.N1C2C(=NC=CC=2)N(O)N=1.CN1CCOCC1.C([O-])([O-])=O.[Na+].[Na+]. Product: [Br:1][C:2]1[CH:3]=[C:4]([C:16]([NH:20][CH2:21][C:22]2[C:23](=[O:30])[NH:24][C:25]([CH3:29])=[CH:26][C:27]=2[CH3:28])=[O:18])[C:5]2[CH:6]=[N:7][N:8]([CH:11]3[CH2:12][CH2:13][CH2:14][CH2:15]3)[C:9]=2[CH:10]=1. The catalyst class is: 58. (2) Reactant: [C:1]1([CH:7]([C:37]2[CH:42]=[CH:41][CH:40]=[CH:39][CH:38]=2)[CH2:8][CH2:9][O:10][C:11](=[O:36])[C:12]2[C:17]([C:18]3[CH:23]=[CH:22][C:21]([CH3:24])=[CH:20][C:19]=3[CH3:25])=[C:16]([C:26]([N:28]3[CH2:33][CH2:32][NH:31][CH2:30][CH2:29]3)=[O:27])[C:15]([CH3:34])=[N:14][C:13]=2[CH3:35])[CH:6]=[CH:5][CH:4]=[CH:3][CH:2]=1.[C:43](=O)([O-])[O-].[K+].[K+].CI.O. Product: [C:1]1([CH:7]([C:37]2[CH:38]=[CH:39][CH:40]=[CH:41][CH:42]=2)[CH2:8][CH2:9][O:10][C:11](=[O:36])[C:12]2[C:17]([C:18]3[CH:23]=[CH:22][C:21]([CH3:24])=[CH:20][C:19]=3[CH3:25])=[C:16]([C:26]([N:28]3[CH2:33][CH2:32][N:31]([CH3:43])[CH2:30][CH2:29]3)=[O:27])[C:15]([CH3:34])=[N:14][C:13]=2[CH3:35])[CH:6]=[CH:5][CH:4]=[CH:3][CH:2]=1. The catalyst class is: 3. (3) Product: [CH3:32][O:31][C:29]([C:17]1[N:18]=[C:19]2[C:26]([N:3]3[CH2:4][CH2:5][CH2:6][O:1][C:2]3=[O:7])=[CH:25][C:24]([Br:28])=[CH:23][N:20]2[C:21](=[O:22])[C:16]=1[O:15][CH2:8][C:9]1[CH:14]=[CH:13][CH:12]=[CH:11][CH:10]=1)=[O:30]. The catalyst class is: 62. Reactant: [O:1]1[CH2:6][CH2:5][CH2:4][NH:3][C:2]1=[O:7].[CH2:8]([O:15][C:16]1[C:21](=[O:22])[N:20]2[CH:23]=[C:24]([Br:28])[CH:25]=[C:26](I)[C:19]2=[N:18][C:17]=1[C:29]([O:31][CH3:32])=[O:30])[C:9]1[CH:14]=[CH:13][CH:12]=[CH:11][CH:10]=1.CC1(C)C2C(=C(P(C3C=CC=CC=3)C3C=CC=CC=3)C=CC=2)OC2C(P(C3C=CC=CC=3)C3C=CC=CC=3)=CC=CC1=2.C([O-])([O-])=O.[Cs+].[Cs+].